This data is from Forward reaction prediction with 1.9M reactions from USPTO patents (1976-2016). The task is: Predict the product of the given reaction. (1) The product is: [N:1]1[CH:2]=[C:3]([C:18]([CH3:24])([CH3:23])[C:19]([OH:21])=[O:20])[N:4]2[C:17]=1[C:16]1[CH:15]=[CH:14][CH:13]=[CH:12][C:11]=1[C:10]1[CH:9]=[CH:8][CH:7]=[CH:6][C:5]2=1. Given the reactants [N:1]1[CH:2]=[C:3]([C:18]([CH3:24])([CH3:23])[C:19]([O:21]C)=[O:20])[N:4]2[C:17]=1[C:16]1[CH:15]=[CH:14][CH:13]=[CH:12][C:11]=1[C:10]1[CH:9]=[CH:8][CH:7]=[CH:6][C:5]2=1.[OH-].[Na+], predict the reaction product. (2) Given the reactants F[C:2]1[CH:3]=[CH:4][C:5]([C:10]([F:13])([F:12])[F:11])=[C:6]([CH:9]=1)[C:7]#[N:8].[CH3:14][O:15][C:16](=[O:27])[CH2:17][CH2:18][C:19]1[CH:24]=[CH:23][C:22]([OH:25])=[CH:21][C:20]=1[CH3:26], predict the reaction product. The product is: [CH3:14][O:15][C:16](=[O:27])[CH2:17][CH2:18][C:19]1[CH:24]=[CH:23][C:22]([O:25][C:2]2[CH:3]=[CH:4][C:5]([C:10]([F:13])([F:12])[F:11])=[C:6]([C:7]#[N:8])[CH:9]=2)=[CH:21][C:20]=1[CH3:26]. (3) Given the reactants [NH2:1][CH2:2][CH2:3][CH2:4][CH2:5][CH2:6][CH2:7][OH:8].[C:9](=O)([O:15]C(C)(C)C)[O:10][C:11]([CH3:14])([CH3:13])[CH3:12], predict the reaction product. The product is: [C:11]([O:10][C:9]([NH:1][CH2:2][CH2:3][CH2:4][CH2:5][CH2:6][CH2:7][OH:8])=[O:15])([CH3:14])([CH3:13])[CH3:12]. (4) Given the reactants C[O:2][C:3]([C:5]1([NH:12][C:13](=[O:32])[C:14]2[CH:19]=[CH:18][C:17]([O:20][CH3:21])=[C:16]([O:22][CH2:23][CH2:24][C:25]3[CH:26]=[C:27]([CH3:31])[CH:28]=[CH:29][CH:30]=3)[CH:15]=2)[CH2:10][CH2:9][C:8](=[CH2:11])[CH2:7][CH2:6]1)=[O:4].[CH2:33]([Zn]CC)C.ICI, predict the reaction product. The product is: [CH3:21][O:20][C:17]1[CH:18]=[CH:19][C:14]([C:13]([NH:12][C:5]2([C:3]([OH:2])=[O:4])[CH2:6][CH2:7][C:8]3([CH2:33][CH2:11]3)[CH2:9][CH2:10]2)=[O:32])=[CH:15][C:16]=1[O:22][CH2:23][CH2:24][C:25]1[CH:26]=[C:27]([CH3:31])[CH:28]=[CH:29][CH:30]=1. (5) Given the reactants [CH:1]1[C:6]([N+:7]([O-:9])=[O:8])=[CH:5][CH:4]=[C:3]([OH:10])[CH:2]=1.Cl[C:12]([O:14][CH2:15][Cl:16])=[O:13].C(N(CC)CC)C, predict the reaction product. The product is: [C:12](=[O:13])([O:10][C:3]1[CH:4]=[CH:5][C:6]([N+:7]([O-:9])=[O:8])=[CH:1][CH:2]=1)[O:14][CH2:15][Cl:16]. (6) The product is: [CH2:1]1[C:9]2[C:4](=[CH:5][CH:6]=[CH:7][CH:8]=2)[CH2:3][CH:2]1[NH:10][C:11]1[N:12]=[CH:13][C:14]2[CH2:20][N:19]([C:30](=[O:31])[CH2:29][O:28][CH2:27][CH2:26][C:25]3[N:21]=[N:22][NH:23][CH:24]=3)[CH2:18][CH2:17][C:15]=2[N:16]=1. Given the reactants [CH2:1]1[C:9]2[C:4](=[CH:5][CH:6]=[CH:7][CH:8]=2)[CH2:3][CH:2]1[NH:10][C:11]1[N:12]=[CH:13][C:14]2[CH2:20][NH:19][CH2:18][CH2:17][C:15]=2[N:16]=1.[NH:21]1[C:25]([CH2:26][CH2:27][O:28][CH2:29][C:30](O)=[O:31])=[CH:24][N:23]=[N:22]1.ON1C2C=CC=CC=2N=N1.Cl.C(N=C=N)C.C(N(CC)CC)C, predict the reaction product. (7) Given the reactants B1C2CCCC1CCC2.[CH2:10]([O:17][C:18]([NH:20][C@:21]1([C:34]([O:36][CH3:37])=[O:35])[CH2:25][CH2:24][C@@H:23]([C:26]2[CH:31]=[CH:30][C:29]([CH:32]=[CH2:33])=[CH:28][CH:27]=2)[CH2:22]1)=[O:19])[C:11]1[CH:16]=[CH:15][CH:14]=[CH:13][CH:12]=1.B([O-])[O-:39].[OH-].[Na+].OO, predict the reaction product. The product is: [CH2:10]([O:17][C:18]([NH:20][C@:21]1([C:34]([O:36][CH3:37])=[O:35])[CH2:25][CH2:24][C@@H:23]([C:26]2[CH:27]=[CH:28][C:29]([CH2:32][CH2:33][OH:39])=[CH:30][CH:31]=2)[CH2:22]1)=[O:19])[C:11]1[CH:16]=[CH:15][CH:14]=[CH:13][CH:12]=1.